Dataset: Forward reaction prediction with 1.9M reactions from USPTO patents (1976-2016). Task: Predict the product of the given reaction. (1) Given the reactants C[O:2][C:3](=[O:36])[CH2:4][CH2:5][C:6]1[CH:11]=[C:10]([CH3:12])[C:9]([C:13]2[NH:17][C:16]3[CH:18]=[C:19]([C:22]4[O:23][C:24]([NH:27][C:28]5[CH:33]=[CH:32][CH:31]=[C:30]([Cl:34])[CH:29]=5)=[N:25][N:26]=4)[CH:20]=[CH:21][C:15]=3[N:14]=2)=[C:8]([CH3:35])[CH:7]=1.[OH-].[Na+], predict the reaction product. The product is: [Cl:34][C:30]1[CH:29]=[C:28]([NH:27][C:24]2[O:23][C:22]([C:19]3[CH:20]=[CH:21][C:15]4[N:14]=[C:13]([C:9]5[C:8]([CH3:35])=[CH:7][C:6]([CH2:5][CH2:4][C:3]([OH:36])=[O:2])=[CH:11][C:10]=5[CH3:12])[NH:17][C:16]=4[CH:18]=3)=[N:26][N:25]=2)[CH:33]=[CH:32][CH:31]=1. (2) Given the reactants [CH2:1]1[C:9]2[C:4](=[CH:5][CH:6]=[CH:7][CH:8]=2)[CH2:3][NH:2]1.[CH2:10]([O:12][C:13]([C:15]1([C:18]2[CH:19]=[C:20]3[C:24](=[CH:25][CH:26]=2)[N:23]([C:27]([O:29][C:30]([CH3:33])([CH3:32])[CH3:31])=[O:28])[C:22](=[O:34])[C:21]3=[O:35])[CH2:17][CH2:16]1)=[O:14])[CH3:11], predict the reaction product. The product is: [C:30]([O:29][C:27]([NH:23][C:24]1[CH:25]=[CH:26][C:18]([C:15]2([C:13]([O:12][CH2:10][CH3:11])=[O:14])[CH2:16][CH2:17]2)=[CH:19][C:20]=1[C:21](=[O:35])[C:22]([N:2]1[CH2:3][C:4]2[C:9](=[CH:8][CH:7]=[CH:6][CH:5]=2)[CH2:1]1)=[O:34])=[O:28])([CH3:32])([CH3:31])[CH3:33]. (3) Given the reactants [CH3:1][O:2][C:3]1[CH:12]=[C:11]2[C:6]([CH:7]=[C:8]([C:14]([NH:16][C:17]3[CH:18]=[C:19]([CH:23]=[CH:24][C:25]=3[CH3:26])[C:20](O)=[O:21])=[O:15])[C:9](=[O:13])[NH:10]2)=[CH:5][C:4]=1[O:27][CH2:28][CH2:29][O:30][CH3:31].C(OC(=O)[NH:38][CH2:39][CH2:40][CH:41]([NH2:48])[C:42]1[CH:47]=[CH:46][CH:45]=[CH:44][CH:43]=1)(C)(C)C, predict the reaction product. The product is: [NH2:38][CH2:39][CH2:40][CH:41]([NH:48][C:20]([C:19]1[CH:23]=[CH:24][C:25]([CH3:26])=[C:17]([NH:16][C:14]([C:8]2[C:9](=[O:13])[NH:10][C:11]3[C:6]([CH:7]=2)=[CH:5][C:4]([O:27][CH2:28][CH2:29][O:30][CH3:31])=[C:3]([O:2][CH3:1])[CH:12]=3)=[O:15])[CH:18]=1)=[O:21])[C:42]1[CH:47]=[CH:46][CH:45]=[CH:44][CH:43]=1. (4) Given the reactants [N:1]#[C:2]Br.[O-]Cl.[Na+].[NH2:7][C:8]1[CH:13]=[CH:12][C:11]([N+:14]([O-:16])=[O:15])=[CH:10][C:9]=1[OH:17].[OH-].[Na+], predict the reaction product. The product is: [NH2:1][C:2]1[O:17][C:9]2[CH:10]=[C:11]([N+:14]([O-:16])=[O:15])[CH:12]=[CH:13][C:8]=2[N:7]=1. (5) Given the reactants Cl.N[C@@H]1C(=O)N2CCCC[C@@H]2CCC1.[NH2:15][C@H:16]1[CH2:23][CH2:22][CH:21]=[CH:20][CH2:19][N:18]([C:24]2[CH:29]=[CH:28][CH:27]=[CH:26][CH:25]=2)[C:17]1=[O:30], predict the reaction product. The product is: [NH2:15][C@H:16]1[CH2:23][CH2:22][CH2:21][CH2:20][CH2:19][N:18]([C:24]2[CH:29]=[CH:28][CH:27]=[CH:26][CH:25]=2)[C:17]1=[O:30].